From a dataset of Reaction yield outcomes from USPTO patents with 853,638 reactions. Predict the reaction yield, written as a fraction of the theoretical maximum amount of product (1.0 means a 100% yield; for example, 0.34 means a 34% yield). (1) The reactants are [O:1]=[C:2]1[CH2:8][CH2:7][N:6]([C:9]([O:11][C:12]([CH3:15])([CH3:14])[CH3:13])=[O:10])[CH2:5][CH2:4][CH:3]1C(OCC)=O.[OH-].[Na+].Cl. The catalyst is O1CCOCC1.O. The product is [O:1]=[C:2]1[CH2:3][CH2:4][CH2:5][N:6]([C:9]([O:11][C:12]([CH3:15])([CH3:14])[CH3:13])=[O:10])[CH2:7][CH2:8]1. The yield is 0.770. (2) The yield is 0.130. The product is [CH3:1][O:2][C:3](=[O:31])[CH:4]([C:10]1[C:15]([CH3:16])=[CH:14][CH:13]=[C:12]([CH:17]2[CH2:19][CH2:18]2)[C:11]=1[C:20]1[CH:21]=[C:22]2[C:27](=[CH:28][CH:29]=1)[O:26][CH2:25][CH2:24][CH2:23]2)[O:5][CH:44]1[CH2:47][CH2:46][CH2:45]1. The reactants are [CH3:1][O:2][C:3](=[O:31])[C:4](C)([C:10]1[C:15]([CH3:16])=[CH:14][CH:13]=[C:12]([CH:17]2[CH2:19][CH2:18]2)[C:11]=1[C:20]1[CH:21]=[C:22]2[C:27](=[CH:28][CH:29]=1)[O:26][CH2:25][CH2:24][CH2:23]2)[O:5]S(C)(=O)=O.FC(F)(F)C(O)=O.C(=O)(O)[O-].[Na+].[CH:44]1(O)[CH2:47][CH2:46][CH2:45]1. No catalyst specified.